Predict the reactants needed to synthesize the given product. From a dataset of Retrosynthesis with 50K atom-mapped reactions and 10 reaction types from USPTO. (1) Given the product CC(C)CCNc1ncc[nH]1, predict the reactants needed to synthesize it. The reactants are: CC(C)CC(=O)Nc1ncc[nH]1. (2) The reactants are: CC(=O)c1ccccc1. Given the product CC(O)c1ccccc1, predict the reactants needed to synthesize it. (3) Given the product Cc1c(NC(=O)c2ccc(C(C)(C)C)cc2)cccc1-c1ncnc2[nH]c(C3=CCN(S(C)(=O)=O)CC3)cc12, predict the reactants needed to synthesize it. The reactants are: CS(=O)(=O)Cl.Cc1c(NC(=O)c2ccc(C(C)(C)C)cc2)cccc1-c1ncnc2[nH]c(C3=CCNCC3)cc12. (4) Given the product CN(CCNC(=O)CCl)C1CCCCC1, predict the reactants needed to synthesize it. The reactants are: CN(CCN)C1CCCCC1.O=C(CCl)OC(=O)CCl.